This data is from NCI-60 drug combinations with 297,098 pairs across 59 cell lines. The task is: Regression. Given two drug SMILES strings and cell line genomic features, predict the synergy score measuring deviation from expected non-interaction effect. (1) Drug 1: CC1=C2C(C(=O)C3(C(CC4C(C3C(C(C2(C)C)(CC1OC(=O)C(C(C5=CC=CC=C5)NC(=O)OC(C)(C)C)O)O)OC(=O)C6=CC=CC=C6)(CO4)OC(=O)C)OC)C)OC. Drug 2: C1CN(CCN1C(=O)CCBr)C(=O)CCBr. Cell line: SW-620. Synergy scores: CSS=31.2, Synergy_ZIP=-8.40, Synergy_Bliss=-9.28, Synergy_Loewe=-16.9, Synergy_HSA=-7.26. (2) Drug 1: CC(C1=C(C=CC(=C1Cl)F)Cl)OC2=C(N=CC(=C2)C3=CN(N=C3)C4CCNCC4)N. Drug 2: CN(C(=O)NC(C=O)C(C(C(CO)O)O)O)N=O. Cell line: MDA-MB-435. Synergy scores: CSS=8.13, Synergy_ZIP=-4.33, Synergy_Bliss=-5.95, Synergy_Loewe=-20.3, Synergy_HSA=-8.79.